This data is from Forward reaction prediction with 1.9M reactions from USPTO patents (1976-2016). The task is: Predict the product of the given reaction. (1) Given the reactants [CH2:1]([O:8][C:9]([N:11]([CH2:32][C:33]([N:35]1[CH2:39][C@@H:38]([F:40])[CH2:37][C@H:36]1[C:41]#[N:42])=[O:34])[C:12]12[CH2:19][CH2:18][C:15]([C:20](ON3C4C=CC=CC=4N=N3)=[O:21])([CH2:16][CH2:17]1)[CH2:14][CH2:13]2)=[O:10])[C:2]1[CH:7]=[CH:6][CH:5]=[CH:4][CH:3]=1.[N:43]1[CH:48]=[CH:47][CH:46]=[C:45]([CH2:49][NH2:50])[CH:44]=1, predict the reaction product. The product is: [CH2:1]([O:8][C:9]([N:11]([CH2:32][C:33]([N:35]1[CH2:39][C@@H:38]([F:40])[CH2:37][C@H:36]1[C:41]#[N:42])=[O:34])[C:12]12[CH2:13][CH2:14][C:15]([C:20]([NH:50][CH2:49][C:45]3[CH:44]=[N:43][CH:48]=[CH:47][CH:46]=3)=[O:21])([CH2:18][CH2:19]1)[CH2:16][CH2:17]2)=[O:10])[C:2]1[CH:7]=[CH:6][CH:5]=[CH:4][CH:3]=1. (2) Given the reactants Cl[CH2:2][C:3]1[CH:8]=[CH:7][C:6]([CH:9]2[CH2:14][CH2:13][N:12]([C:15]([O:17][CH2:18][C:19]3[CH:24]=[CH:23][CH:22]=[CH:21][CH:20]=3)=[O:16])[CH2:11][CH:10]2[O:25][CH2:26][C:27]2[CH:28]=[CH:29][C:30]3[O:35][CH2:34][CH2:33][N:32]([CH2:36][CH2:37][CH2:38][O:39][CH3:40])[C:31]=3[CH:41]=2)=[CH:5][CH:4]=1.[C:42]1([CH:48]2[CH2:52][CH2:51][NH:50][CH2:49]2)[CH:47]=[CH:46][CH:45]=[CH:44][CH:43]=1.[H-].[Na+], predict the reaction product. The product is: [CH3:40][O:39][CH2:38][CH2:37][CH2:36][N:32]1[C:31]2[CH:41]=[C:27]([CH2:26][O:25][CH:10]3[CH:9]([C:6]4[CH:7]=[CH:8][C:3]([CH2:2][N:50]5[CH2:51][CH2:52][CH:48]([C:42]6[CH:47]=[CH:46][CH:45]=[CH:44][CH:43]=6)[CH2:49]5)=[CH:4][CH:5]=4)[CH2:14][CH2:13][N:12]([C:15]([O:17][CH2:18][C:19]4[CH:24]=[CH:23][CH:22]=[CH:21][CH:20]=4)=[O:16])[CH2:11]3)[CH:28]=[CH:29][C:30]=2[O:35][CH2:34][CH2:33]1. (3) The product is: [C:9]([O:8][C:6]([NH:4][C:3]1([C:13]([OH:15])=[O:14])[CH2:2][CH2:5]1)=[O:7])([CH3:12])([CH3:11])[CH3:10]. Given the reactants N[CH:2]1[CH2:5][N:4]([C:6]([O:8][C:9]([CH3:12])([CH3:11])[CH3:10])=[O:7])[CH2:3]1.[C:13]([O-])([O-:15])=[O:14].[Cs+].[Cs+].C1C=CC(P(C2C(C3C(P(C4C=CC=CC=4)C4C=CC=CC=4)=CC=C4C=3C=CC=C4)=C3C(C=CC=C3)=CC=2)C2C=CC=CC=2)=CC=1, predict the reaction product. (4) Given the reactants [CH2:1]([C:3]1[N:7]([CH2:8][C:9]2[CH:14]=[CH:13][C:12]([F:15])=[CH:11][CH:10]=2)[C:6]([CH2:16][NH:17][CH2:18][C:19]2[N:24]=[C:23]([CH3:25])[CH:22]=[C:21]([C:26](OC)=[O:27])[CH:20]=2)=[N:5][CH:4]=1)[CH3:2].[BH4-].[Na+], predict the reaction product. The product is: [CH2:1]([C:3]1[N:7]([CH2:8][C:9]2[CH:10]=[CH:11][C:12]([F:15])=[CH:13][CH:14]=2)[C:6]([CH2:16][NH:17][CH2:18][C:19]2[CH:20]=[C:21]([CH2:26][OH:27])[CH:22]=[C:23]([CH3:25])[N:24]=2)=[N:5][CH:4]=1)[CH3:2]. (5) Given the reactants [Cl:1][C:2]1[C:11]2[C:6](=[CH:7][C:8]([S:12]([O:15]C3C(F)=C(F)C(F)=C(F)C=3F)(=[O:14])=O)=[CH:9][CH:10]=2)[CH:5]=[CH:4][N:3]=1.[N:27]1[CH:32]=[CH:31][C:30]([NH2:33])=[N:29][CH:28]=1.[Li+].C[Si]([N-][Si](C)(C)C)(C)C, predict the reaction product. The product is: [Cl:1][C:2]1[C:11]2[C:6](=[CH:7][C:8]([S:12]([NH:33][C:30]3[CH:31]=[CH:32][N:27]=[CH:28][N:29]=3)(=[O:14])=[O:15])=[CH:9][CH:10]=2)[CH:5]=[CH:4][N:3]=1. (6) Given the reactants Br[C:2]1[CH:11]=[CH:10][C:5]([C:6]([O:8][CH3:9])=[O:7])=[C:4]([O:12][CH3:13])[CH:3]=1.[N+:14]([C:17]1[CH:22]=[CH:21][C:20](B(O)O)=[CH:19][CH:18]=1)([O-:16])=[O:15].C([O-])([O-])=O.[Na+].[Na+].ClCCl, predict the reaction product. The product is: [CH3:13][O:12][C:4]1[CH:3]=[C:2]([C:20]2[CH:21]=[CH:22][C:17]([N+:14]([O-:16])=[O:15])=[CH:18][CH:19]=2)[CH:11]=[CH:10][C:5]=1[C:6]([O:8][CH3:9])=[O:7].